This data is from Forward reaction prediction with 1.9M reactions from USPTO patents (1976-2016). The task is: Predict the product of the given reaction. (1) Given the reactants C1(C)C=C(C)C=C(C)C=1S(O[NH2:13])(=O)=O.[C:15]([SiH2:19][O:20][C:21]([C:37]1[CH:42]=[CH:41][CH:40]=[CH:39][CH:38]=1)([C:31]1[CH:36]=[CH:35][CH:34]=[CH:33][CH:32]=1)[C:22]1[CH:27]=[CH:26][N:25]=[C:24]([C:28]#[C:29][CH3:30])[CH:23]=1)([CH3:18])([CH3:17])[CH3:16].C(=O)([O-])[O-].[K+].[K+], predict the reaction product. The product is: [C:15]([SiH2:19][O:20][C:21]([C:31]1[CH:36]=[CH:35][CH:34]=[CH:33][CH:32]=1)([C:37]1[CH:38]=[CH:39][CH:40]=[CH:41][CH:42]=1)[C:22]1[CH:27]=[CH:26][N:25]2[N:13]=[C:29]([CH3:30])[CH:28]=[C:24]2[CH:23]=1)([CH3:16])([CH3:17])[CH3:18]. (2) The product is: [NH2:12][C:2]1[C:9]([F:10])=[CH:8][C:7]([F:11])=[CH:6][C:3]=1[C:4]#[N:5]. Given the reactants F[C:2]1[C:9]([F:10])=[CH:8][C:7]([F:11])=[CH:6][C:3]=1[C:4]#[N:5].[NH3:12], predict the reaction product. (3) Given the reactants [NH:1]1[C:9]2[C:4](=[CH:5][N:6]=[CH:7][CH:8]=2)[CH:3]=[CH:2]1.Cl.[CH3:11][NH:12][CH3:13].[CH2:14]=O, predict the reaction product. The product is: [CH3:11][N:12]([CH2:14][C:3]1[C:4]2[CH:5]=[N:6][CH:7]=[CH:8][C:9]=2[NH:1][CH:2]=1)[CH3:13]. (4) Given the reactants [H-].[Na+].[C:3](=[O:10])([O:7][CH2:8][CH3:9])OCC.[CH2:11]([O:18][C:19]1[CH:24]=[CH:23][C:22]([C:25](=[O:27])[CH3:26])=[CH:21][CH:20]=1)[C:12]1[CH:17]=[CH:16][CH:15]=[CH:14][CH:13]=1.O, predict the reaction product. The product is: [CH2:8]([O:7][C:3](=[O:10])[CH2:26][C:25]([C:22]1[CH:23]=[CH:24][C:19]([O:18][CH2:11][C:12]2[CH:17]=[CH:16][CH:15]=[CH:14][CH:13]=2)=[CH:20][CH:21]=1)=[O:27])[CH3:9]. (5) The product is: [CH3:1][O:2][C:3]1[CH:4]=[C:5]([CH:8]=[CH:9][CH:10]=1)[CH2:6][NH:21][C@@H:11]1[C:20]2[C:15](=[CH:16][CH:17]=[CH:18][CH:19]=2)[CH2:14][CH2:13][CH2:12]1. Given the reactants [CH3:1][O:2][C:3]1[CH:4]=[C:5]([CH:8]=[CH:9][CH:10]=1)[CH:6]=O.[C@@H:11]1([NH2:21])[C:20]2[C:15](=[CH:16][CH:17]=[CH:18][CH:19]=2)[CH2:14][CH2:13][CH2:12]1, predict the reaction product.